From a dataset of Forward reaction prediction with 1.9M reactions from USPTO patents (1976-2016). Predict the product of the given reaction. (1) Given the reactants [C:1]([O:5][C:6]([N:8]([CH2:10][C:11]1[CH:19]=[CH:18][C:14]([C:15](O)=[O:16])=[CH:13][C:12]=1[C:20]([F:23])([F:22])[F:21])[CH3:9])=[O:7])([CH3:4])([CH3:3])[CH3:2].CCN(C(C)C)C(C)C.C1CN([P+](ON2N=NC3C=CC=CC2=3)(N2CCCC2)N2CCCC2)CC1.F[P-](F)(F)(F)(F)F.[CH2:66]([O:68][C:69]([C:71]1[CH:72]=[N:73][N:74]2[C:79]([C:80]3[CH:85]=[CH:84][CH:83]=[C:82]([NH2:86])[CH:81]=3)=[CH:78][CH:77]=[N:76][C:75]=12)=[O:70])[CH3:67], predict the reaction product. The product is: [C:1]([O:5][C:6]([N:8]([CH2:10][C:11]1[CH:19]=[CH:18][C:14]([C:15]([NH:86][C:82]2[CH:81]=[C:80]([C:79]3[N:74]4[N:73]=[CH:72][C:71]([C:69]([O:68][CH2:66][CH3:67])=[O:70])=[C:75]4[N:76]=[CH:77][CH:78]=3)[CH:85]=[CH:84][CH:83]=2)=[O:16])=[CH:13][C:12]=1[C:20]([F:21])([F:22])[F:23])[CH3:9])=[O:7])([CH3:4])([CH3:2])[CH3:3]. (2) Given the reactants [CH2:1]1[O:21][C:20]2[C:3](=[CH:4][CH2:5][C:6]([O:22][CH3:23])([CH:19]=2)[CH:7]=[C:8]([C:14]([O:16][CH2:17][CH3:18])=[O:15])[C:9]([O:11][CH2:12][CH3:13])=[O:10])[O:2]1.[BH4-].[Na+], predict the reaction product. The product is: [CH2:1]1[O:21][C:20]2[C:3](=[CH:4][CH2:5][C:6]([O:22][CH3:23])([CH:19]=2)[CH2:7][CH:8]([C:14]([O:16][CH2:17][CH3:18])=[O:15])[C:9]([O:11][CH2:12][CH3:13])=[O:10])[O:2]1.